From a dataset of Reaction yield outcomes from USPTO patents with 853,638 reactions. Predict the reaction yield, written as a fraction of the theoretical maximum amount of product (1.0 means a 100% yield; for example, 0.34 means a 34% yield). (1) The reactants are [CH3:1][O:2][C:3]1[CH:8]=[CH:7][C:6]([C:9]2[O:10][C:11]3[C:17]([C:18]([OH:20])=O)=[CH:16][CH:15]=[CH:14][C:12]=3[N:13]=2)=[CH:5][CH:4]=1.Cl.Cl.[NH2:23][CH:24]1[CH:29]2[CH2:30][CH2:31][N:26]([CH2:27][CH2:28]2)[CH2:25]1. The product is [N:26]12[CH2:31][CH2:30][CH:29]([CH2:28][CH2:27]1)[CH:24]([NH:23][C:18]([C:17]1[C:11]3[O:10][C:9]([C:6]4[CH:5]=[CH:4][C:3]([O:2][CH3:1])=[CH:8][CH:7]=4)=[N:13][C:12]=3[CH:14]=[CH:15][CH:16]=1)=[O:20])[CH2:25]2. The yield is 0.240. No catalyst specified. (2) The catalyst is C(#N)C. The yield is 0.460. The product is [O:25]=[C:19]1[CH:18]([N:12]2[CH2:11][C:10]3[C:14](=[CH:15][CH:16]=[C:8]([CH2:7][NH:6][C:33](=[O:34])[C:32]4[CH:31]=[CH:30][C:29]([O:28][CH2:26][CH3:27])=[CH:37][CH:36]=4)[CH:9]=3)[C:13]2=[O:17])[CH2:23][CH2:22][C:21](=[O:24])[NH:20]1. The reactants are CS(O)(=O)=O.[NH2:6][CH2:7][C:8]1[CH:9]=[C:10]2[C:14](=[CH:15][CH:16]=1)[C:13](=[O:17])[N:12]([CH:18]1[CH2:23][CH2:22][C:21](=[O:24])[NH:20][C:19]1=[O:25])[CH2:11]2.[CH2:26]([O:28][C:29]1[CH:37]=[CH:36][C:32]([C:33](Cl)=[O:34])=[CH:31][CH:30]=1)[CH3:27].Cl. (3) The reactants are Br.[Cl:2][C:3]1[CH:8]=[C:7]([Cl:9])[CH:6]=[CH:5][C:4]=1[C:10]1([OH:37])[C:18]2[C:13](=[CH:14][C:15]([C:23]([OH:25])=O)=[CH:16][C:17]=2[C:19]([F:22])([F:21])[F:20])[N:12]([CH2:26][C@H:27]2[CH2:30][C@H:29]([N:31]([CH2:34][CH3:35])[CH2:32][CH3:33])[CH2:28]2)[C:11]1=[O:36].[CH3:38][NH:39][CH3:40].O=C1N(P(Cl)(N2CCOC2=O)=O)CCO1.C(=O)(O)[O-].[Na+]. The catalyst is ClCCl.CN(C)C=O. The product is [ClH:2].[CH3:38][N:39]([CH3:40])[C:23]([C:15]1[CH:14]=[C:13]2[C:18]([C:10]([C:4]3[CH:5]=[CH:6][C:7]([Cl:9])=[CH:8][C:3]=3[Cl:2])([OH:37])[C:11](=[O:36])[N:12]2[CH2:26][C@H:27]2[CH2:30][C@H:29]([N:31]([CH2:34][CH3:35])[CH2:32][CH3:33])[CH2:28]2)=[C:17]([C:19]([F:21])([F:22])[F:20])[CH:16]=1)=[O:25]. The yield is 0.720.